From a dataset of Full USPTO retrosynthesis dataset with 1.9M reactions from patents (1976-2016). Predict the reactants needed to synthesize the given product. Given the product [Cl:11][C:6]1[CH:5]=[CH:4][C:3]([O:12][CH3:13])=[C:2]([Cl:1])[C:7]=1[N+:8]([O-:10])=[O:9], predict the reactants needed to synthesize it. The reactants are: [Cl:1][C:2]1[C:7]([N+:8]([O-:10])=[O:9])=[C:6]([Cl:11])[CH:5]=[CH:4][C:3]=1[OH:12].[C:13]([O-])([O-])=O.[K+].[K+].CI.